From a dataset of Forward reaction prediction with 1.9M reactions from USPTO patents (1976-2016). Predict the product of the given reaction. (1) The product is: [CH3:2][O:3][C:4](=[O:22])/[CH:5]=[CH:6]/[C:7]1[CH:8]=[C:9]2[C:18](=[CH:19][CH:20]=1)[O:17][C:12]1([CH2:16][CH2:15][N:14]([CH2:23][C:24]3[CH:29]=[CH:28][CH:27]=[CH:26][CH:25]=3)[CH2:13]1)[CH2:11][C:10]2=[O:21]. Given the reactants Cl.[CH3:2][O:3][C:4](=[O:22])/[CH:5]=[CH:6]/[C:7]1[CH:8]=[C:9]2[C:18](=[CH:19][CH:20]=1)[O:17][C:12]1([CH2:16][CH2:15][NH:14][CH2:13]1)[CH2:11][C:10]2=[O:21].[CH:23](=O)[C:24]1[CH:29]=[CH:28][CH:27]=[CH:26][CH:25]=1.[BH-](OC(C)=O)(OC(C)=O)OC(C)=O.[Na+].N, predict the reaction product. (2) Given the reactants O[C:2]1[CH:7]=[CH:6][N:5]2[N:8]=[CH:9][C:10]([C:11]([O:13][CH2:14][CH3:15])=[O:12])=[C:4]2[N:3]=1.CN([P+](ON1N=NC2C=CC=CC1=2)(N(C)C)N(C)C)C.F[P-](F)(F)(F)(F)F.Cl.[F:44][C:45]1[CH:46]=[CH:47][C:48]([O:57][CH3:58])=[C:49]([CH:51]2[NH:55][CH2:54][C@H:53]([OH:56])[CH2:52]2)[CH:50]=1.CCN(C(C)C)C(C)C, predict the reaction product. The product is: [F:44][C:45]1[CH:46]=[CH:47][C:48]([O:57][CH3:58])=[C:49]([C@H:51]2[CH2:52][CH:53]([OH:56])[CH2:54][N:55]2[C:2]2[CH:7]=[CH:6][N:5]3[N:8]=[CH:9][C:10]([C:11]([O:13][CH2:14][CH3:15])=[O:12])=[C:4]3[N:3]=2)[CH:50]=1.